Dataset: Forward reaction prediction with 1.9M reactions from USPTO patents (1976-2016). Task: Predict the product of the given reaction. (1) Given the reactants [C:1]([O:5][C:6]([N:8]1[CH2:13][CH2:12][O:11][CH:10]([C:14]2[CH:19]=[CH:18][C:17](Br)=[C:16]([F:21])[CH:15]=2)[CH2:9]1)=[O:7])([CH3:4])([CH3:3])[CH3:2].[C:22](=[NH:35])([C:29]1[CH:34]=[CH:33][CH:32]=[CH:31][CH:30]=1)[C:23]1[CH:28]=[CH:27][CH:26]=[CH:25][CH:24]=1.CC(C)([O-])C.[Na+], predict the reaction product. The product is: [C:1]([O:5][C:6]([N:8]1[CH2:13][CH2:12][O:11][CH:10]([C:14]2[CH:19]=[CH:18][C:17]([N:35]=[C:22]([C:23]3[CH:28]=[CH:27][CH:26]=[CH:25][CH:24]=3)[C:29]3[CH:34]=[CH:33][CH:32]=[CH:31][CH:30]=3)=[C:16]([F:21])[CH:15]=2)[CH2:9]1)=[O:7])([CH3:4])([CH3:3])[CH3:2]. (2) Given the reactants [CH3:1][O:2][CH2:3][N:4]1[C:8]2[CH:9]=[CH:10][C:11]([CH:13]([C:15]3[CH:19]=[CH:18][N:17]([C:20]4[N:25]=[CH:24][C:23]([CH:26]=[O:27])=[CH:22][CH:21]=4)[N:16]=3)[CH3:14])=[CH:12][C:7]=2[S:6][C:5]1=[O:28].[CH3:29][Mg]Br, predict the reaction product. The product is: [OH:27][CH:26]([C:23]1[CH:22]=[CH:21][C:20]([N:17]2[CH:18]=[CH:19][C:15]([CH:13]([C:11]3[CH:10]=[CH:9][C:8]4[N:4]([CH2:3][O:2][CH3:1])[C:5](=[O:28])[S:6][C:7]=4[CH:12]=3)[CH3:14])=[N:16]2)=[N:25][CH:24]=1)[CH3:29].